This data is from Catalyst prediction with 721,799 reactions and 888 catalyst types from USPTO. The task is: Predict which catalyst facilitates the given reaction. (1) Reactant: [Cl:1][C:2]1[CH:3]=[C:4]([C:10]2([C:27]([F:30])([F:29])[F:28])[O:14][N:13]=[C:12]([C:15]3[N:16]4[C:20]([C:21]([C:24](O)=[O:25])=[CH:22][CH:23]=3)=[CH:19][CH:18]=[CH:17]4)[CH2:11]2)[CH:5]=[C:6]([Cl:9])[C:7]=1[Cl:8].CN(C(ON1N=NC2C=CC=NC1=2)=[N+](C)C)C.F[P-](F)(F)(F)(F)F.CCN(C(C)C)C(C)C.Cl.[NH2:65][CH2:66][CH2:67][C:68]1[CH:69]=[CH:70][C:71]2[C:75]([CH3:77])([CH3:76])[O:74][B:73]([OH:78])[C:72]=2[CH:79]=1. Product: [OH:78][B:73]1[C:72]2[CH:79]=[C:68]([CH2:67][CH2:66][NH:65][C:24]([C:21]3[C:20]4[N:16]([CH:17]=[CH:18][CH:19]=4)[C:15]([C:12]4[CH2:11][C:10]([C:4]5[CH:5]=[C:6]([Cl:9])[C:7]([Cl:8])=[C:2]([Cl:1])[CH:3]=5)([C:27]([F:30])([F:28])[F:29])[O:14][N:13]=4)=[CH:23][CH:22]=3)=[O:25])[CH:69]=[CH:70][C:71]=2[C:75]([CH3:77])([CH3:76])[O:74]1. The catalyst class is: 18. (2) Reactant: [CH3:1][NH:2][C@@H:3]([C:11]1[CH:16]=[CH:15][CH:14]=[C:13]([C:17]#[C:18][Si](C)(C)C)[CH:12]=1)[CH2:4][N:5]1[CH2:9][CH2:8][C@H:7]([OH:10])[CH2:6]1.[OH-].[K+].Cl. Product: [C:17]([C:13]1[CH:12]=[C:11]([C@H:3]([NH:2][CH3:1])[CH2:4][N:5]2[CH2:9][CH2:8][C@H:7]([OH:10])[CH2:6]2)[CH:16]=[CH:15][CH:14]=1)#[CH:18]. The catalyst class is: 24. (3) Reactant: [H-].[Na+].[C:3]1([C:9]2[C:10]3[C:19]([N:20]=[CH:21][CH:22]=2)=[C:18]2[C:13]([C:14]([C:23]4[CH:28]=[CH:27][C:26]([CH2:29][CH2:30][CH2:31][CH2:32][CH2:33][CH2:34][OH:35])=[CH:25][CH:24]=4)=[CH:15][CH:16]=[N:17]2)=[CH:12][CH:11]=3)[CH:8]=[CH:7][CH:6]=[CH:5][CH:4]=1.[CH2:36](Br)[CH:37]=[CH2:38].O. Product: [CH2:38]([O:35][CH2:34][CH2:33][CH2:32][CH2:31][CH2:30][CH2:29][C:26]1[CH:25]=[CH:24][C:23]([C:14]2[C:13]3[C:18](=[C:19]4[C:10](=[CH:11][CH:12]=3)[C:9]([C:3]3[CH:4]=[CH:5][CH:6]=[CH:7][CH:8]=3)=[CH:22][CH:21]=[N:20]4)[N:17]=[CH:16][CH:15]=2)=[CH:28][CH:27]=1)[CH:37]=[CH2:36]. The catalyst class is: 39. (4) Reactant: [SH:1][C:2]1[N:10]=[CH:9][CH:8]=[CH:7][C:3]=1[C:4]([OH:6])=O.C([N:18]1[CH:22]=[CH:21]N=C1)(N1C=CN=C1)=O.O. Product: [CH3:4][C:3]1[CH:2]=[C:22]([NH:18][C:4]([C:3]2[C:2](=[S:1])[NH:10][CH:9]=[CH:8][CH:7]=2)=[O:6])[CH:21]=[C:8]([CH3:9])[CH:7]=1. The catalyst class is: 9.